From a dataset of Full USPTO retrosynthesis dataset with 1.9M reactions from patents (1976-2016). Predict the reactants needed to synthesize the given product. Given the product [Cl:1][C:2]1[CH:7]=[CH:6][C:5]([CH2:8][N:9]2[CH2:13][CH2:12][S:11][C:10]2=[N:14][C:22](=[O:29])[C:23]2[CH:28]=[CH:27][CH:26]=[CH:25][CH:24]=2)=[CH:4][N:3]=1, predict the reactants needed to synthesize it. The reactants are: [Cl:1][C:2]1[CH:7]=[CH:6][C:5]([CH2:8][N:9]2[CH2:13][CH2:12][S:11][C:10]2=[NH:14])=[CH:4][N:3]=1.C(N(CC)CC)C.[C:22](Cl)(=[O:29])[C:23]1[CH:28]=[CH:27][CH:26]=[CH:25][CH:24]=1.